This data is from Forward reaction prediction with 1.9M reactions from USPTO patents (1976-2016). The task is: Predict the product of the given reaction. (1) Given the reactants ClC1C=C(C(Cl)=O)C=C(Cl)C=1.[CH3:12][O:13][C:14]1[CH:15]=[C:16]2[C:21](=[CH:22][C:23]=1[O:24][CH3:25])[N:20]=[CH:19][CH:18]=[C:17]2[O:26][C:27]1[CH:33]=[CH:32][C:30]([NH2:31])=[C:29]([F:34])[CH:28]=1.[Cl:35][C:36]1[CH:37]=[C:38]([C:43]([N:45]=[C:46]=[S:47])=[O:44])[CH:39]=[C:40]([Cl:42])[CH:41]=1, predict the reaction product. The product is: [Cl:35][C:36]1[CH:37]=[C:38]([C:43]([N:45]=[C:46]=[S:47])=[O:44])[CH:39]=[C:40]([Cl:42])[CH:41]=1.[Cl:35][C:36]1[CH:37]=[C:38]([CH:39]=[C:40]([Cl:42])[CH:41]=1)[C:43]([NH:45][C:46]([NH:31][C:30]1[CH:32]=[CH:33][C:27]([O:26][C:17]2[C:16]3[C:21](=[CH:22][C:23]([O:24][CH3:25])=[C:14]([O:13][CH3:12])[CH:15]=3)[N:20]=[CH:19][CH:18]=2)=[CH:28][C:29]=1[F:34])=[S:47])=[O:44]. (2) Given the reactants [Br:1][CH2:2][C:3]1[CH:13]=[C:12]([CH2:14]Br)[C:6]([C:7]([O:9][CH2:10][CH3:11])=[O:8])=[CH:5][C:4]=1[C:16]([O:18][CH2:19][CH3:20])=[O:17].ClCC1C(C)=C(CCl)C(C)=CC=1C.[NH2:34][C:35]([NH2:37])=[S:36], predict the reaction product. The product is: [BrH:1].[BrH:1].[C:35]([S:36][CH2:2][C:3]1[CH:13]=[C:12]([CH2:14][S:36][C:35](=[NH:34])[NH2:37])[C:6]([C:7]([O:9][CH2:10][CH3:11])=[O:8])=[CH:5][C:4]=1[C:16]([O:18][CH2:19][CH3:20])=[O:17])(=[NH:37])[NH2:34]. (3) Given the reactants [NH:1]1[CH:5]=[CH:4][N:3]=[CH:2]1.C(=O)([O-])[O-].[K+].[K+].N1CCC[C@H]1C(O)=O.I[C:21]1[CH:22]=[C:23]([C:31]([O:33][CH3:34])=[O:32])[CH:24]=[C:25]([CH:30]=1)[C:26]([O:28][CH3:29])=[O:27], predict the reaction product. The product is: [N:1]1([C:21]2[CH:30]=[C:25]([C:26]([O:28][CH3:29])=[O:27])[CH:24]=[C:23]([CH:22]=2)[C:31]([O:33][CH3:34])=[O:32])[CH:5]=[CH:4][N:3]=[CH:2]1.